From a dataset of Forward reaction prediction with 1.9M reactions from USPTO patents (1976-2016). Predict the product of the given reaction. (1) Given the reactants [Cl:1][C:2]1[CH:3]=[C:4]([C@H:8]([NH2:10])[CH3:9])[CH:5]=[CH:6][CH:7]=1.[C:11]([O:15][CH2:16][CH3:17])(=[O:14])CO.C[O-].[Na+].C1N=CN(C(N2C=NC=C2)=[O:27])C=1, predict the reaction product. The product is: [Cl:1][C:2]1[CH:3]=[C:4]([C@H:8]([N:10]2[C:17](=[O:27])[CH2:16][O:15][C:11]2=[O:14])[CH3:9])[CH:5]=[CH:6][CH:7]=1. (2) Given the reactants [CH:1]1([C:7]([NH:9][CH2:10][CH2:11][C:12]2[C:16]3[CH:17]=[C:18]([C:21]([OH:23])=O)[CH:19]=[CH:20][C:15]=3[S:14][CH:13]=2)=[O:8])[CH2:6][CH2:5][CH2:4][CH2:3][CH2:2]1.S(Cl)([Cl:26])=O, predict the reaction product. The product is: [CH:1]1([C:7]([NH:9][CH2:10][CH2:11][C:12]2[C:16]3[CH:17]=[C:18]([C:21]([Cl:26])=[O:23])[CH:19]=[CH:20][C:15]=3[S:14][CH:13]=2)=[O:8])[CH2:6][CH2:5][CH2:4][CH2:3][CH2:2]1. (3) Given the reactants Cl.Br[C:3]1[C:4]([Cl:16])=[CH:5][C:6]2[C@H:15]3[C@H:11]([CH2:12][NH:13][CH2:14]3)[O:10][CH2:9][C:7]=2[CH:8]=1.[CH3:17]B1OB(C)OB(C)O1.C(=O)([O-])[O-].[K+].[K+], predict the reaction product. The product is: [ClH:16].[Cl:16][C:4]1[C:3]([CH3:17])=[CH:8][C:7]2[CH2:9][O:10][C@@H:11]3[C@H:15]([C:6]=2[CH:5]=1)[CH2:14][NH:13][CH2:12]3. (4) Given the reactants [ClH:1].[NH:2]1[C:6]2[CH:7]=[CH:8][CH:9]=[CH:10][C:5]=2[N:4]=[C:3]1[C@H:11]([NH2:21])[CH2:12][C:13]1[CH:18]=[CH:17][C:16]([O:19][CH3:20])=[CH:15][CH:14]=1.Cl.[CH:23]1([NH2:28])[CH2:27][CH:26]=[CH:25][CH2:24]1.[C:29](O)(C(F)(F)F)=[O:30], predict the reaction product. The product is: [ClH:1].[NH:2]1[C:6]2[CH:7]=[CH:8][CH:9]=[CH:10][C:5]=2[N:4]=[C:3]1[C@H:11]([NH:21][C:29]([NH:28][CH:23]1[CH2:27][CH:26]=[CH:25][CH2:24]1)=[O:30])[CH2:12][C:13]1[CH:18]=[CH:17][C:16]([O:19][CH3:20])=[CH:15][CH:14]=1. (5) Given the reactants C[N+]([O-:5])(C)C.Br[CH2:7][CH2:8][CH2:9][CH2:10][C:11]([CH3:15])([CH3:14])[C:12]#[N:13], predict the reaction product. The product is: [CH3:14][C:11]([CH3:15])([CH2:10][CH2:9][CH2:8][CH:7]=[O:5])[C:12]#[N:13]. (6) Given the reactants [C:1]1([CH:7]([C:12]2[CH:17]=[CH:16][CH:15]=[CH:14][CH:13]=2)[CH2:8][C:9](Cl)=[O:10])[CH:6]=[CH:5][CH:4]=[CH:3][CH:2]=1.[CH2:18]([NH2:25])[C:19]1[CH:24]=[CH:23][CH:22]=[CH:21][CH:20]=1, predict the reaction product. The product is: [CH2:18]([NH:25][C:9](=[O:10])[CH2:8][CH:7]([C:12]1[CH:17]=[CH:16][CH:15]=[CH:14][CH:13]=1)[C:1]1[CH:6]=[CH:5][CH:4]=[CH:3][CH:2]=1)[C:19]1[CH:24]=[CH:23][CH:22]=[CH:21][CH:20]=1. (7) The product is: [C:1]([O:5][C:6](=[O:28])[N:7]([CH:8]([CH2:18][O:19][CH2:20][CH:21]1[CH2:25][O:24][C:23]([CH3:27])([CH3:26])[O:22]1)[CH2:9][O:10][CH2:11][C:12]1[CH:13]=[CH:14][CH:15]=[CH:16][CH:17]=1)[CH3:31])([CH3:4])([CH3:2])[CH3:3]. Given the reactants [C:1]([O:5][C:6](=[O:28])[NH:7][CH:8]([CH2:18][O:19][CH2:20][CH:21]1[CH2:25][O:24][C:23]([CH3:27])([CH3:26])[O:22]1)[CH2:9][O:10][CH2:11][C:12]1[CH:17]=[CH:16][CH:15]=[CH:14][CH:13]=1)([CH3:4])([CH3:3])[CH3:2].[H-].[Na+].[CH3:31]I, predict the reaction product.